Dataset: hERG Central: cardiac toxicity at 1µM, 10µM, and general inhibition. Task: Predict hERG channel inhibition at various concentrations. (1) The molecule is CCC(C)NCCOCCOc1cc(C)c(Cl)c(C)c1.O=C(O)C(=O)O. Results: hERG_inhib (hERG inhibition (general)): blocker. (2) The compound is Cc1cc(C)n(-c2cc(N3CCN(C(=O)c4cccc(F)c4)CC3)ccc2[N+](=O)[O-])n1. Results: hERG_inhib (hERG inhibition (general)): blocker. (3) The compound is CC(C)CNS(=O)(=O)c1ccc(CCC(=O)N2CCN(Cc3ccc4c(c3)OCO4)CC2)cc1. Results: hERG_inhib (hERG inhibition (general)): blocker. (4) Results: hERG_inhib (hERG inhibition (general)): blocker. The compound is COc1cc2ncnc(NCc3ccc(F)cc3)c2cc1OC. (5) The molecule is COc1ccccc1-c1nnc(SCC(=O)Nc2nc(-c3ccccc3)cs2)n1C. Results: hERG_inhib (hERG inhibition (general)): blocker.